From a dataset of Forward reaction prediction with 1.9M reactions from USPTO patents (1976-2016). Predict the product of the given reaction. (1) Given the reactants [Cl:1][C:2]1[C:3]([NH:25][C@@H:26]2[C@@H:31]3[CH2:32][C@@H:28]([CH:29]=[CH:30]3)[C@@H:27]2[C:33]([NH2:35])=[O:34])=[N:4][C:5]([NH:8][C:9]2[CH:22]=[CH:21][C:12]3[N:13]([CH2:19][CH3:20])[C:14](=[O:18])[CH2:15][CH2:16][CH2:17][C:11]=3[C:10]=2[O:23][CH3:24])=[N:6][CH:7]=1.[OH2:36].C[N+]1([O-])CCOCC1.[OH2:45], predict the reaction product. The product is: [Cl:1][C:2]1[C:3]([NH:25][C@@H:26]2[C@@H:31]3[CH2:32][C@@H:28]([C@@H:29]([OH:45])[C@H:30]3[OH:36])[C@@H:27]2[C:33]([NH2:35])=[O:34])=[N:4][C:5]([NH:8][C:9]2[CH:22]=[CH:21][C:12]3[N:13]([CH2:19][CH3:20])[C:14](=[O:18])[CH2:15][CH2:16][CH2:17][C:11]=3[C:10]=2[O:23][CH3:24])=[N:6][CH:7]=1. (2) Given the reactants C([O:4][C:5]1[C:13]2[O:12][C:11]([CH3:14])=[CH:10][C:9]=2[CH:8]=[C:7]([C:15]([O:17][CH2:18][CH3:19])=[O:16])[CH:6]=1)(=O)C.C(=O)([O-])[O-].[K+].[K+], predict the reaction product. The product is: [OH:4][C:5]1[C:13]2[O:12][C:11]([CH3:14])=[CH:10][C:9]=2[CH:8]=[C:7]([C:15]([O:17][CH2:18][CH3:19])=[O:16])[CH:6]=1. (3) Given the reactants [CH3:1][C:2]([CH3:25])([CH3:24])[C:3]([NH:5][C:6]1[N:7]=[C:8]([OH:23])[C:9]2[CH2:15][CH2:14][N:13](C(OC(C)(C)C)=O)[CH2:12][C:10]=2[N:11]=1)=[O:4].C(O)(C(F)(F)F)=O, predict the reaction product. The product is: [OH:23][C:8]1[C:9]2[CH2:15][CH2:14][NH:13][CH2:12][C:10]=2[N:11]=[C:6]([NH:5][C:3](=[O:4])[C:2]([CH3:25])([CH3:1])[CH3:24])[N:7]=1. (4) Given the reactants [H-].[Na+].[C:3]([O:7][C:8]([N:10]1[CH2:14][CH:13]([C:15]2[NH:16][CH:17]=[C:18]([C:20]3[CH:25]=[CH:24][C:23]([C:26]#[C:27][C:28]4[CH:33]=[CH:32][C:31]([C:34]5[N:35]=[C:36]([CH:39]6[CH2:43][CH2:42][CH2:41][N:40]6[C:44](=[O:54])[CH:45]([NH:49][C:50]([O:52][CH3:53])=[O:51])[CH:46]([CH3:48])[CH3:47])[NH:37][CH:38]=5)=[CH:30][CH:29]=4)=[CH:22][CH:21]=3)[N:19]=2)[N:12]([C:55](=[O:65])[CH:56]([NH:60][C:61]([O:63][CH3:64])=[O:62])[CH:57]([CH3:59])[CH3:58])[CH2:11]1)=[O:9])([CH3:6])([CH3:5])[CH3:4].[CH3:66][Si:67]([CH3:74])([CH3:73])[CH2:68][CH2:69][O:70][CH2:71]Cl, predict the reaction product. The product is: [C:3]([O:7][C:8]([N:10]1[CH2:14][CH:13]([C:15]2[N:16]([CH2:71][O:70][CH2:69][CH2:68][Si:67]([CH3:74])([CH3:73])[CH3:66])[CH:17]=[C:18]([C:20]3[CH:25]=[CH:24][C:23]([C:26]#[C:27][C:28]4[CH:33]=[CH:32][C:31]([C:34]5[N:35]=[C:36]([CH:39]6[CH2:43][CH2:42][CH2:41][N:40]6[C:44](=[O:54])[CH:45]([NH:49][C:50]([O:52][CH3:53])=[O:51])[CH:46]([CH3:48])[CH3:47])[N:37]([CH2:71][O:70][CH2:69][CH2:68][Si:67]([CH3:74])([CH3:73])[CH3:66])[CH:38]=5)=[CH:30][CH:29]=4)=[CH:22][CH:21]=3)[N:19]=2)[N:12]([C:55](=[O:65])[CH:56]([NH:60][C:61]([O:63][CH3:64])=[O:62])[CH:57]([CH3:58])[CH3:59])[CH2:11]1)=[O:9])([CH3:6])([CH3:4])[CH3:5]. (5) Given the reactants [Cl:1][C:2]1[C:11]2[C:6](=[CH:7][CH:8]=[C:9](OC(F)(F)F)[CH:10]=2)[N:5]=[C:4]([N:17]2[CH2:23][C:22]3[CH:24]=[CH:25][CH:26]=[CH:27][C:21]=3[S:20](=[O:29])(=[O:28])[CH2:19][CH2:18]2)[CH:3]=1.[CH2:30]([Sn](CCCC)(CCCC)C=C)[CH2:31]CC, predict the reaction product. The product is: [Cl:1][C:2]1[C:11]2[C:6](=[CH:7][CH:8]=[C:9]([CH:30]=[CH2:31])[CH:10]=2)[N:5]=[C:4]([N:17]2[CH2:23][C:22]3[CH:24]=[CH:25][CH:26]=[CH:27][C:21]=3[S:20](=[O:29])(=[O:28])[CH2:19][CH2:18]2)[CH:3]=1. (6) Given the reactants [Br:1][C:2]1[CH:3]=[CH:4][C:5]2[O:11][CH2:10][CH2:9][N:8]3[C:12]([C:18]([O:20]C)=[O:19])=[C:13]([C:15](=[O:17])[NH2:16])[N:14]=[C:7]3[C:6]=2[CH:22]=1.O.[OH-].[Li+].C1COCC1, predict the reaction product. The product is: [Br:1][C:2]1[CH:3]=[CH:4][C:5]2[O:11][CH2:10][CH2:9][N:8]3[C:12]([C:18]([OH:20])=[O:19])=[C:13]([C:15](=[O:17])[NH2:16])[N:14]=[C:7]3[C:6]=2[CH:22]=1. (7) Given the reactants [NH2:1][C:2]1[CH:10]=[CH:9][C:5]2[NH:6][N:7]=[N:8][C:4]=2[CH:3]=1.[CH3:11][N:12]([CH3:26])[C:13]1([C:20]2[CH:25]=[CH:24][CH:23]=[CH:22][CH:21]=2)[CH2:18][CH2:17][C:16](=O)[CH2:15][CH2:14]1.C(O)(=O)C.C(O[BH-](OC(=O)C)OC(=O)C)(=O)C.[Na+].[Cl:45]CCCl, predict the reaction product. The product is: [N:6]1[C:5]2[CH:9]=[CH:10][C:2]([NH:1][CH:16]3[CH2:15][CH2:14][C:13]([C:20]4[CH:21]=[CH:22][CH:23]=[CH:24][CH:25]=4)([N:12]([CH3:26])[CH3:11])[CH2:18][CH2:17]3)=[CH:3][C:4]=2[NH:8][N:7]=1.[ClH:45].[N:6]1[C:5]2[CH:9]=[CH:10][C:2]([NH:1][CH:16]3[CH2:15][CH2:14][C:13]([C:20]4[CH:21]=[CH:22][CH:23]=[CH:24][CH:25]=4)([N:12]([CH3:26])[CH3:11])[CH2:18][CH2:17]3)=[CH:3][C:4]=2[NH:8][N:7]=1. (8) Given the reactants [CH3:1][N:2]([CH:6]1[CH2:10][CH2:9][NH:8][CH2:7]1)[C:3](=[O:5])[CH3:4].C(N(CC)C(C)C)(C)C.Cl[C:21]1[N:26]=[C:25]([O:27][C:28]2[CH:54]=[CH:53][CH:52]=[CH:51][C:29]=2[CH2:30][NH:31][C:32]([NH:34][C:35]2[N:39]([C:40]3[CH:45]=[CH:44][C:43]([CH3:46])=[CH:42][CH:41]=3)[N:38]=[C:37]([C:47]([CH3:50])([CH3:49])[CH3:48])[CH:36]=2)=[O:33])[CH:24]=[CH:23][N:22]=1.C(O)(=O)CC(CC(O)=O)(C(O)=O)O, predict the reaction product. The product is: [C:47]([C:37]1[CH:36]=[C:35]([NH:34][C:32](=[O:33])[NH:31][CH2:30][C:29]2[CH:51]=[CH:52][CH:53]=[CH:54][C:28]=2[O:27][C:25]2[CH:24]=[CH:23][N:22]=[C:21]([N:8]3[CH2:9][CH2:10][CH:6]([N:2]([CH3:1])[C:3](=[O:5])[CH3:4])[CH2:7]3)[N:26]=2)[N:39]([C:40]2[CH:41]=[CH:42][C:43]([CH3:46])=[CH:44][CH:45]=2)[N:38]=1)([CH3:50])([CH3:48])[CH3:49]. (9) Given the reactants [NH:1]([C:5]1[CH:6]=[C:7]([S:11]([NH:14][C:15]2[CH:16]=[C:17]([CH2:21][CH:22]([NH:28][C:29](=[O:38])[CH2:30][CH2:31][C:32]3[CH:37]=[CH:36][CH:35]=[CH:34][CH:33]=3)[C:23]([O:25]CC)=[O:24])[CH:18]=[CH:19][CH:20]=2)(=[O:13])=[O:12])[CH:8]=[CH:9][CH:10]=1)[C:2]([NH2:4])=[NH:3].[OH-].[Li+], predict the reaction product. The product is: [NH:1]([C:5]1[CH:6]=[C:7]([S:11]([NH:14][C:15]2[CH:16]=[C:17]([CH2:21][CH:22]([NH:28][C:29](=[O:38])[CH2:30][CH2:31][C:32]3[CH:33]=[CH:34][CH:35]=[CH:36][CH:37]=3)[C:23]([OH:25])=[O:24])[CH:18]=[CH:19][CH:20]=2)(=[O:13])=[O:12])[CH:8]=[CH:9][CH:10]=1)[C:2]([NH2:4])=[NH:3]. (10) Given the reactants [F:1][C:2]1[C:3]([C:19]#[N:20])=[N:4][CH:5]=[C:6]([F:18])[C:7]=1[C:8]1[CH:9]=[N:10][C:11]([C:14]([F:17])([F:16])[F:15])=[CH:12][CH:13]=1.Cl.[H][H], predict the reaction product. The product is: [F:1][C:2]1[C:3]([CH2:19][NH2:20])=[N:4][CH:5]=[C:6]([F:18])[C:7]=1[C:8]1[CH:9]=[N:10][C:11]([C:14]([F:15])([F:16])[F:17])=[CH:12][CH:13]=1.